Dataset: Reaction yield outcomes from USPTO patents with 853,638 reactions. Task: Predict the reaction yield, written as a fraction of the theoretical maximum amount of product (1.0 means a 100% yield; for example, 0.34 means a 34% yield). (1) The reactants are [F:1][C:2]([F:14])([F:13])[C:3]1(O)[C:11]2[C:6](=[N:7][CH:8]=[CH:9][CH:10]=2)[NH:5][CH2:4]1.N1C=CC=CC=1.S(Cl)(Cl)=O.[OH-].[Na+]. The catalyst is ClCCl. The product is [F:13][C:2]([F:1])([F:14])[C:3]1[C:11]2[C:6](=[N:7][CH:8]=[CH:9][CH:10]=2)[NH:5][CH:4]=1. The yield is 0.800. (2) The reactants are [NH2:1][C:2]1[C:7]2[C:8]([C:11]3[CH:16]=[CH:15][C:14]([NH:17][C:18]([C:20]4[N:21]([CH3:29])[C:22]5[C:27]([CH:28]=4)=[CH:26][CH:25]=[CH:24][CH:23]=5)=[O:19])=[C:13]([O:30][CH3:31])[CH:12]=3)=[CH:9][S:10][C:6]=2[C:5]([C:32]([OH:34])=O)=[CH:4][N:3]=1.[CH2:35]([N:37]([CH2:40]C)[CH2:38]C)[CH3:36].C[N:43](C)C=O. No catalyst specified. The product is [NH2:1][C:2]1[C:7]2[C:8]([C:11]3[CH:16]=[CH:15][C:14]([NH:17][C:18]([C:20]4[N:21]([CH3:29])[C:22]5[C:27]([CH:28]=4)=[CH:26][CH:25]=[CH:24][CH:23]=5)=[O:19])=[C:13]([O:30][CH3:31])[CH:12]=3)=[CH:9][S:10][C:6]=2[C:5]([C:32]([NH:43][CH2:36][CH2:35][N:37]([CH3:40])[CH3:38])=[O:34])=[CH:4][N:3]=1. The yield is 0.360. (3) The catalyst is C1COCC1.CO.C(Cl)Cl. The reactants are Cl[C:2](Cl)([O:4]C(=O)OC(Cl)(Cl)Cl)Cl.[N:13]1([N:19]2[CH2:23][CH2:22][NH:21][C:20]2=[O:24])[CH2:18][CH2:17][CH2:16][CH2:15][CH2:14]1.[F:25][C:26]1[CH:27]=[C:28]([NH2:48])[CH:29]=[CH:30][C:31]=1[O:32][C:33]1[CH:38]=[CH:37][N:36]=[C:35]2[CH:39]=[C:40]([C:42]3[N:43]=[CH:44][N:45]([CH3:47])[CH:46]=3)[S:41][C:34]=12.CCN(C(C)C)C(C)C. The product is [F:25][C:26]1[CH:27]=[C:28]([NH:48][C:2]([N:21]2[CH2:22][CH2:23][N:19]([N:13]3[CH2:14][CH2:15][CH2:16][CH2:17][CH2:18]3)[C:20]2=[O:24])=[O:4])[CH:29]=[CH:30][C:31]=1[O:32][C:33]1[CH:38]=[CH:37][N:36]=[C:35]2[CH:39]=[C:40]([C:42]3[N:43]=[CH:44][N:45]([CH3:47])[CH:46]=3)[S:41][C:34]=12. The yield is 0.750. (4) The reactants are [Br:1][C:2]1[CH:3]=[C:4]([N+:9]([O-:11])=[O:10])[C:5](Cl)=[N:6][CH:7]=1.[CH3:12][O-:13].[Na+]. The catalyst is CO. The product is [Br:1][C:2]1[CH:3]=[C:4]([N+:9]([O-:11])=[O:10])[C:5]([O:13][CH3:12])=[N:6][CH:7]=1. The yield is 0.734. (5) The reactants are Br[C:2]1[S:3][CH:4]=[CH:5][C:6]=1[C:7]([O:9]C)=O.Cl.N[C:13]1[C:18]([C:19]#[N:20])=[CH:17][CH:16]=[CH:15][C:14]=1B(O)O.C([O-])(=O)C.[Na+].O.C[N:31](C=O)C. The catalyst is C1C=CC(P(C2C=CC=CC=2)[C-]2C=CC=C2)=CC=1.C1C=CC(P(C2C=CC=CC=2)[C-]2C=CC=C2)=CC=1.Cl[Pd]Cl.[Fe+2]. The product is [O:9]=[C:7]1[C:6]2[CH:5]=[CH:4][S:3][C:2]=2[C:15]2[CH:16]=[CH:17][C:18]([C:19]#[N:20])=[CH:13][C:14]=2[NH:31]1. The yield is 0.480. (6) The reactants are [OH:1][CH2:2][CH:3]1[CH2:8][CH2:7][NH:6][CH2:5][CH2:4]1.C(=O)([O-])[O-].[K+].[K+].Cl[C:16]([O:18][CH3:19])=[O:17].Cl. The catalyst is O. The product is [CH3:19][O:18][C:16]([N:6]1[CH2:7][CH2:8][CH:3]([CH2:2][OH:1])[CH2:4][CH2:5]1)=[O:17]. The yield is 0.930.